This data is from Peptide-MHC class II binding affinity with 134,281 pairs from IEDB. The task is: Regression. Given a peptide amino acid sequence and an MHC pseudo amino acid sequence, predict their binding affinity value. This is MHC class II binding data. (1) The peptide sequence is STVFLVPRRHGKTWF. The MHC is DRB1_1201 with pseudo-sequence DRB1_1201. The binding affinity (normalized) is 0.192. (2) The binding affinity (normalized) is 0.0948. The peptide sequence is KQELDEISTNIRQAG. The MHC is DRB1_0101 with pseudo-sequence DRB1_0101. (3) The peptide sequence is DCVVKPIDDRFANALLA. The MHC is DRB3_0101 with pseudo-sequence DRB3_0101. The binding affinity (normalized) is 0.231. (4) The binding affinity (normalized) is 0.243. The peptide sequence is SNGVLESDMIIPKSL. The MHC is DRB1_0405 with pseudo-sequence DRB1_0405. (5) The peptide sequence is NPKFENIAEGLRALLARSHVERTTDE. The MHC is DRB4_0101 with pseudo-sequence DRB4_0103. The binding affinity (normalized) is 0.379. (6) The peptide sequence is GQNYTYKWETFLTRE. The MHC is DRB1_0101 with pseudo-sequence DRB1_0101. The binding affinity (normalized) is 0.518.